Regression. Given a peptide amino acid sequence and an MHC pseudo amino acid sequence, predict their binding affinity value. This is MHC class I binding data. From a dataset of Peptide-MHC class I binding affinity with 185,985 pairs from IEDB/IMGT. (1) The peptide sequence is MFAVGLLFR. The MHC is HLA-A33:01 with pseudo-sequence HLA-A33:01. The binding affinity (normalized) is 0.995. (2) The peptide sequence is LKFSLPFPFLYKFLL. The MHC is HLA-A26:01 with pseudo-sequence HLA-A26:01. The binding affinity (normalized) is 0. (3) The peptide sequence is SINNQLMYDI. The MHC is HLA-A02:06 with pseudo-sequence HLA-A02:06. The binding affinity (normalized) is 0.216. (4) The peptide sequence is GPASLPTAL. The MHC is HLA-B18:01 with pseudo-sequence HLA-B18:01. The binding affinity (normalized) is 0.0847. (5) The peptide sequence is FPFKYAAAH. The MHC is Mamu-A2201 with pseudo-sequence Mamu-A2201. The binding affinity (normalized) is 0.383. (6) The peptide sequence is FQTKGLGISY. The MHC is HLA-B08:01 with pseudo-sequence HLA-B08:01. The binding affinity (normalized) is 0.0150. (7) The peptide sequence is GMGEAAAIF. The MHC is HLA-B46:01 with pseudo-sequence HLA-B46:01. The binding affinity (normalized) is 0.0847. (8) The peptide sequence is QPFRPQQPY. The MHC is HLA-B07:02 with pseudo-sequence HLA-B07:02. The binding affinity (normalized) is 0.